Predict the product of the given reaction. From a dataset of Forward reaction prediction with 1.9M reactions from USPTO patents (1976-2016). (1) Given the reactants C(O[C:6]([N:8]1[CH2:12][C:11](=[N:13][O:14][CH3:15])[CH2:10][C@H:9]1[C:16]([OH:18])=O)=[O:7])(C)(C)C.[N:19]1[CH:24]=[CH:23][C:22]([C:25]2[CH:33]=[CH:32][C:28](C(O)=O)=[CH:27][CH:26]=2)=[CH:21][CH:20]=1.[C:34]1([C:40]2([OH:46])[CH2:45][CH2:44][NH:43][CH2:42][CH2:41]2)[CH:39]=[CH:38][CH:37]=[CH:36][CH:35]=1, predict the reaction product. The product is: [CH3:15][O:14][N:13]=[C:11]1[CH2:10][C@@H:9]([C:16]([N:43]2[CH2:44][CH2:45][C:40]([OH:46])([C:34]3[CH:35]=[CH:36][CH:37]=[CH:38][CH:39]=3)[CH2:41][CH2:42]2)=[O:18])[N:8]([C:6](=[O:7])[C:28]2[CH:27]=[CH:26][C:25]([C:22]3[CH:21]=[CH:20][N:19]=[CH:24][CH:23]=3)=[CH:33][CH:32]=2)[CH2:12]1. (2) Given the reactants [C:1]([C:3]1[CH:4]=[C:5]([C:21]([NH:23][CH2:24][C:25]2[CH:30]=[CH:29][C:28]([S:31]([CH3:34])(=[O:33])=[O:32])=[CH:27][CH:26]=2)=[O:22])[C:6](=[O:20])[N:7]([C:10]2[CH:15]=[CH:14][CH:13]=[C:12]([C:16]([F:19])([F:18])[F:17])[CH:11]=2)[C:8]=1[CH3:9])#[N:2].Cl.[NH2:36]O.C[C:39]([O-:41])=O.[Na+].C(O)C, predict the reaction product. The product is: [CH3:34][S:31]([C:28]1[CH:27]=[CH:26][C:25]([CH2:24][NH:23][C:21]([C:5]2[C:6](=[O:20])[N:7]([C:10]3[CH:15]=[CH:14][CH:13]=[C:12]([C:16]([F:19])([F:17])[F:18])[CH:11]=3)[C:8]([CH3:9])=[C:3]([C:1]3[N:36]=[CH:39][O:41][N:2]=3)[CH:4]=2)=[O:22])=[CH:30][CH:29]=1)(=[O:32])=[O:33].